From a dataset of Forward reaction prediction with 1.9M reactions from USPTO patents (1976-2016). Predict the product of the given reaction. (1) Given the reactants CC(C)[O-].N#N.[CH3:7][NH:8][CH3:9].[CH3:10][C:11]([C:13]1[CH:18]=[CH:17][CH:16]=[C:15]([O:19][CH3:20])[CH:14]=1)=O.[BH4-].[Na+].[BH4-].[OH-].[NH4+], predict the reaction product. The product is: [CH3:20][O:19][C:15]1[CH:14]=[C:13]([CH:11]([N:8]([CH3:9])[CH3:7])[CH3:10])[CH:18]=[CH:17][CH:16]=1. (2) Given the reactants [CH2:1]([O:8][CH2:9][CH2:10][CH2:11][CH2:12][CH2:13][OH:14])[C:2]1[CH:7]=[CH:6][CH:5]=[CH:4][CH:3]=1.CC(OI1(OC(C)=O)(OC(C)=O)OC(=O)C2C=CC=CC1=2)=O, predict the reaction product. The product is: [CH2:1]([O:8][CH2:9][CH2:10][CH2:11][CH2:12][CH:13]=[O:14])[C:2]1[CH:7]=[CH:6][CH:5]=[CH:4][CH:3]=1. (3) The product is: [CH2:1]([C:4]1[CH:16]=[CH:15][C:7]([CH2:8][N:9]([CH2:10][C:11]([O:13][CH3:14])=[O:12])[C:27](=[O:28])[CH2:26][C:23]2[CH:24]=[CH:25][C:20]([CH2:17][CH2:18][CH3:19])=[CH:21][CH:22]=2)=[CH:6][CH:5]=1)[CH2:2][CH3:3]. Given the reactants [CH2:1]([C:4]1[CH:16]=[CH:15][C:7]([CH2:8][NH:9][CH2:10][C:11]([O:13][CH3:14])=[O:12])=[CH:6][CH:5]=1)[CH2:2][CH3:3].[CH2:17]([C:20]1[CH:25]=[CH:24][C:23]([CH2:26][C:27](O)=[O:28])=[CH:22][CH:21]=1)[CH2:18][CH3:19].C(Cl)CCl.C1C=CC2N(O)N=NC=2C=1.CCN(C(C)C)C(C)C.S([O-])([O-])(=O)=O.[Mg+2], predict the reaction product. (4) Given the reactants [OH:1][CH:2]1[CH2:7][CH2:6][N:5]([C:8]2[CH:15]=[CH:14][CH:13]=[CH:12][C:9]=2[CH:10]=[O:11])[CH2:4][CH2:3]1.N1C=CN=C1.[CH3:21][C:22]([Si:25](Cl)([CH3:27])[CH3:26])([CH3:24])[CH3:23].O, predict the reaction product. The product is: [O:1]([CH:2]1[CH2:3][CH2:4][N:5]([C:8]2[CH:15]=[CH:14][CH:13]=[CH:12][C:9]=2[CH:10]=[O:11])[CH2:6][CH2:7]1)[Si:25]([C:22]([CH3:24])([CH3:23])[CH3:21])([CH3:27])[CH3:26]. (5) Given the reactants [F:1][C:2]1[C:7]2[C:8]([C:18](=[O:21])[NH:19][CH3:20])=[C:9]([C:11]3[CH:16]=[CH:15][C:14]([F:17])=[CH:13][CH:12]=3)[O:10][C:6]=2[CH:5]=[CH:4][C:3]=1[C:22]1[C:23]([CH3:33])=[CH:24][C:25]([O:31][CH3:32])=[C:26]([CH:30]=1)[C:27](O)=[O:28].[CH3:34][C:35]1[CH:40]=[CH:39][N:38]=[C:37]([C:41]2([NH2:44])[CH2:43][CH2:42]2)[N:36]=1.C(N(CC)CC)C, predict the reaction product. The product is: [F:1][C:2]1[C:7]2[C:8]([C:18]([NH:19][CH3:20])=[O:21])=[C:9]([C:11]3[CH:12]=[CH:13][C:14]([F:17])=[CH:15][CH:16]=3)[O:10][C:6]=2[CH:5]=[CH:4][C:3]=1[C:22]1[CH:30]=[C:26]([C:27](=[O:28])[NH:44][C:41]2([C:37]3[N:36]=[C:35]([CH3:34])[CH:40]=[CH:39][N:38]=3)[CH2:43][CH2:42]2)[C:25]([O:31][CH3:32])=[CH:24][C:23]=1[CH3:33]. (6) Given the reactants [CH2:1]([O:8][C:9]1[CH:14]=[CH:13][C:12](Br)=[C:11]([O:16][CH3:17])[CH:10]=1)[C:2]1[CH:7]=[CH:6][CH:5]=[CH:4][CH:3]=1.[Cl-].[C:19]([O:23][C:24](=[O:27])[CH2:25][Zn+])([CH3:22])([CH3:21])[CH3:20].CC(C1C=C(C(C)C)C(C2C=CC=CC=2P(C2CCCCC2)C2CCCCC2)=C(C(C)C)C=1)C, predict the reaction product. The product is: [CH2:1]([O:8][C:9]1[CH:14]=[CH:13][C:12]([CH2:25][C:24]([O:23][C:19]([CH3:22])([CH3:21])[CH3:20])=[O:27])=[C:11]([O:16][CH3:17])[CH:10]=1)[C:2]1[CH:7]=[CH:6][CH:5]=[CH:4][CH:3]=1.